Dataset: Reaction yield outcomes from USPTO patents with 853,638 reactions. Task: Predict the reaction yield, written as a fraction of the theoretical maximum amount of product (1.0 means a 100% yield; for example, 0.34 means a 34% yield). (1) The reactants are [OH:1][C@@H:2]([C:23]1[CH:28]=[CH:27][CH:26]=[CH:25][CH:24]=1)[CH2:3][CH2:4][N:5]1[CH2:10][CH2:9][CH:8]([C:11]2[CH:12]=[C:13]([NH:17][C:18](=[O:22])[CH:19]([CH3:21])[CH3:20])[CH:14]=[CH:15][CH:16]=2)[CH2:7][CH2:6]1.[Cl:29][C:30]1[CH:31]=[C:32](O)[CH:33]=[CH:34][CH:35]=1.C1(P(C2C=CC=CC=2)C2C=CC=CC=2)C=CC=CC=1.N(C(OCC)=O)=NC(OCC)=O.N. The catalyst is C1COCC1.C(Cl)(Cl)Cl. The product is [Cl:29][C:30]1[CH:35]=[C:34]([CH:33]=[CH:32][CH:31]=1)[O:1][C@H:2]([C:23]1[CH:24]=[CH:25][CH:26]=[CH:27][CH:28]=1)[CH2:3][CH2:4][N:5]1[CH2:10][CH2:9][CH:8]([C:11]2[CH:12]=[C:13]([NH:17][C:18](=[O:22])[CH:19]([CH3:21])[CH3:20])[CH:14]=[CH:15][CH:16]=2)[CH2:7][CH2:6]1. The yield is 0.400. (2) The reactants are [CH3:1][O:2][C:3](=[O:16])[C:4]1[CH:9]=[CH:8][C:7](I)=[C:6]([O:11][CH2:12][C:13]([CH3:15])=[CH2:14])[CH:5]=1.C(=O)([O-])[O-].[K+].[K+].[Cl:23][C:24]1[CH:29]=[CH:28][C:27](B(O)O)=[CH:26][CH:25]=1. The catalyst is CN(C=O)C.[Cl-].C([N+](CCCC)(CCCC)CCCC)CCC.C([O-])(=O)C.[Pd+2].C([O-])(=O)C. The product is [CH3:1][O:2][C:3]([C:4]1[CH:9]=[CH:8][C:7]2[C:13]([CH2:15][C:27]3[CH:28]=[CH:29][C:24]([Cl:23])=[CH:25][CH:26]=3)([CH3:14])[CH2:12][O:11][C:6]=2[CH:5]=1)=[O:16]. The yield is 0.370.